From a dataset of Forward reaction prediction with 1.9M reactions from USPTO patents (1976-2016). Predict the product of the given reaction. (1) Given the reactants [C:1]([O:5][C:6](=[O:35])[NH:7][CH2:8][CH2:9][CH2:10][N:11]1[C:20]2[CH:19]=[CH:18][C:17]([Cl:21])=[CH:16][C:15]=2[C:14]2=[N:22][N:23]([CH:28]3[CH2:33][CH2:32][CH2:31][CH2:30][O:29]3)[C:24]([CH2:25][CH:26]=O)=[C:13]2[C:12]1=[O:34])([CH3:4])([CH3:3])[CH3:2].[CH3:36][NH:37][CH3:38].C(O[BH-](OC(=O)C)OC(=O)C)(=O)C.[Na+], predict the reaction product. The product is: [C:1]([O:5][C:6](=[O:35])[NH:7][CH2:8][CH2:9][CH2:10][N:11]1[C:20]2[CH:19]=[CH:18][C:17]([Cl:21])=[CH:16][C:15]=2[C:14]2=[N:22][N:23]([CH:28]3[CH2:33][CH2:32][CH2:31][CH2:30][O:29]3)[C:24]([CH2:25][CH2:26][N:37]([CH3:38])[CH3:36])=[C:13]2[C:12]1=[O:34])([CH3:2])([CH3:4])[CH3:3]. (2) Given the reactants [CH2:1]([N:3]([CH2:11][C:12]1[CH:13]=[N:14][CH:15]=[C:16]([C:19]2[CH:20]=[C:21]3[C:25](=[CH:26][CH:27]=2)[N:24]([CH:28]2[CH2:33][CH2:32][CH2:31][CH2:30][O:29]2)[N:23]=[C:22]3[C:34]2[NH:35][C:36]([C:39]([NH:41][CH2:42][C:43]3[CH:44]=N[CH:46]=[CH:47][CH:48]=3)=[O:40])=[CH:37][N:38]=2)[C:17]=1[CH3:18])[C:4](=[O:10])[O:5][C:6]([CH3:9])([CH3:8])[CH3:7])[CH3:2].C(OC(N([CH2:59][C:60]1[C:61](C)=[C:62](C2C=C3C(=CC=2)N(C2CCCCO2)N=C3C2NC(C(O)=O)=CN=2)C=NC=1)CC)=O)(C)(C)C.C(N(C(C)C)CC)(C)C.Cl.CN(C(ON1N=NC2C=CC=NC1=2)=[N+](C)C)C.F[P-](F)(F)(F)(F)F, predict the reaction product. The product is: [CH:62]12[CH2:61][CH:60]3[CH2:59][CH:47]([CH2:48][CH:43]([CH2:44]3)[CH:42]1[NH:41][C:39]([C:36]1[NH:35][C:34]([C:22]3[C:21]4[C:25](=[CH:26][CH:27]=[C:19]([C:16]5[C:17]([CH3:18])=[C:12]([CH2:11][N:3]([CH2:1][CH3:2])[C:4](=[O:10])[O:5][C:6]([CH3:9])([CH3:7])[CH3:8])[CH:13]=[N:14][CH:15]=5)[CH:20]=4)[N:24]([CH:28]4[CH2:33][CH2:32][CH2:31][CH2:30][O:29]4)[N:23]=3)=[N:38][CH:37]=1)=[O:40])[CH2:46]2. (3) The product is: [CH3:1][O:2][C:3](=[O:13])[C:4]1[CH:9]=[C:8]([F:10])[CH:7]=[C:6]([CH2:11][NH:12][C:19]([O:18][C:14]([CH3:17])([CH3:16])[CH3:15])=[O:20])[CH:5]=1. Given the reactants [CH3:1][O:2][C:3](=[O:13])[C:4]1[CH:9]=[C:8]([F:10])[CH:7]=[C:6]([C:11]#[N:12])[CH:5]=1.[C:14]([O:18][C:19](O[C:19]([O:18][C:14]([CH3:17])([CH3:16])[CH3:15])=[O:20])=[O:20])([CH3:17])([CH3:16])[CH3:15].[H][H], predict the reaction product. (4) Given the reactants IC.[OH:3][C:4]1[CH:12]=[CH:11][CH:10]=[C:9]2[C:5]=1[CH2:6][O:7][C:8]2=[O:13].[C:14](=O)([O-])[O-].[K+].[K+], predict the reaction product. The product is: [CH3:14][O:3][C:4]1[CH:12]=[CH:11][CH:10]=[C:9]2[C:5]=1[CH2:6][O:7][C:8]2=[O:13].